Dataset: Forward reaction prediction with 1.9M reactions from USPTO patents (1976-2016). Task: Predict the product of the given reaction. Given the reactants Br[C:2]1[CH:11]=[CH:10][C:9]2[C:4](=[C:5]([F:13])[C:6]([F:12])=[CH:7][CH:8]=2)[C:3]=1[CH:14]=[O:15].[CH:16]([Sn](C=C)(C=C)C=C)=[CH2:17].O, predict the reaction product. The product is: [F:12][C:6]1[C:5]([F:13])=[C:4]2[C:9]([CH:10]=[CH:11][C:2]([CH:16]=[CH2:17])=[C:3]2[CH:14]=[O:15])=[CH:8][CH:7]=1.